This data is from NCI-60 drug combinations with 297,098 pairs across 59 cell lines. The task is: Regression. Given two drug SMILES strings and cell line genomic features, predict the synergy score measuring deviation from expected non-interaction effect. (1) Drug 1: C1CN(CCN1C(=O)CCBr)C(=O)CCBr. Drug 2: C1CNP(=O)(OC1)N(CCCl)CCCl. Cell line: KM12. Synergy scores: CSS=24.6, Synergy_ZIP=-6.65, Synergy_Bliss=-2.05, Synergy_Loewe=-35.6, Synergy_HSA=-2.61. (2) Drug 1: C1C(C(OC1N2C=NC3=C(N=C(N=C32)Cl)N)CO)O. Drug 2: C(CC(=O)O)C(=O)CN.Cl. Cell line: NCI-H322M. Synergy scores: CSS=16.7, Synergy_ZIP=-4.01, Synergy_Bliss=0.825, Synergy_Loewe=3.93, Synergy_HSA=0.907. (3) Drug 1: C1=CC=C(C(=C1)C(C2=CC=C(C=C2)Cl)C(Cl)Cl)Cl. Drug 2: CC12CCC3C(C1CCC2O)C(CC4=C3C=CC(=C4)O)CCCCCCCCCS(=O)CCCC(C(F)(F)F)(F)F. Cell line: HCC-2998. Synergy scores: CSS=-2.16, Synergy_ZIP=-2.57, Synergy_Bliss=-8.65, Synergy_Loewe=-6.06, Synergy_HSA=-6.01.